This data is from Full USPTO retrosynthesis dataset with 1.9M reactions from patents (1976-2016). The task is: Predict the reactants needed to synthesize the given product. (1) Given the product [C:33]([CH2:34][NH:35][C:28](=[O:30])[CH2:27][CH2:26][CH2:25][N:2]([CH3:1])[C:3]([C:5]1[CH:6]=[C:7]2[C:15](=[CH:16][CH:17]=1)[N:14]([CH3:18])[C:13]1[CH2:12][CH2:11][C@@H:10]([CH:19]3[CH2:20][CH2:21][O:22][CH2:23][CH2:24]3)[CH2:9][C:8]2=1)=[O:4])#[N:32], predict the reactants needed to synthesize it. The reactants are: [CH3:1][N:2]([CH2:25][CH2:26][CH2:27][C:28]([OH:30])=O)[C:3]([C:5]1[CH:6]=[C:7]2[C:15](=[CH:16][CH:17]=1)[N:14]([CH3:18])[C:13]1[CH2:12][CH2:11][C@@H:10]([CH:19]3[CH2:24][CH2:23][O:22][CH2:21][CH2:20]3)[CH2:9][C:8]2=1)=[O:4].Cl.[NH2:32][CH2:33][C:34]#[N:35].F[P-](F)(F)(F)(F)F.N1(OC(N(C)C)=[N+](C)C)C2N=CC=CC=2N=N1.C(N(CC)C(C)C)(C)C. (2) Given the product [Si:5]([O:6][CH2:7][CH2:8][CH2:9][C:10]1[S:11][C:12]([CH:24]=[O:25])=[CH:13][CH:14]=1)([C:1]([CH3:2])([CH3:4])[CH3:3])([CH3:15])[CH3:16], predict the reactants needed to synthesize it. The reactants are: [C:1]([Si:5]([CH3:16])([CH3:15])[O:6][CH2:7][CH2:8][CH2:9][C:10]1[S:11][CH:12]=[CH:13][CH:14]=1)([CH3:4])([CH3:3])[CH3:2].C([Li])CCC.CN(C)[CH:24]=[O:25].Cl. (3) Given the product [CH3:3][O:4][C:5]1[CH:6]=[CH:7][C:8]2[N:9]([N:11]=[C:12]([C:26]3[CH:31]=[CH:30][CH:29]=[CH:28][CH:27]=3)[C:13]=2[CH2:14][C:15]2[CH:16]=[CH:17][C:18]([CH3:25])=[C:19]([CH:24]=2)[C:20]([OH:22])=[O:21])[CH:10]=1, predict the reactants needed to synthesize it. The reactants are: [OH-].[K+].[CH3:3][O:4][C:5]1[CH:6]=[CH:7][C:8]2[N:9]([N:11]=[C:12]([C:26]3[CH:31]=[CH:30][CH:29]=[CH:28][CH:27]=3)[C:13]=2[CH2:14][C:15]2[CH:16]=[CH:17][C:18]([CH3:25])=[C:19]([CH:24]=2)[C:20]([O:22]C)=[O:21])[CH:10]=1.Cl. (4) Given the product [F:33][C:31]1[CH:32]=[C:27]([CH:25]2[CH2:26][N:22]([CH2:21][N:9]3[CH:10]=[CH:11][N:12]=[CH:8]3)[C:23](=[O:36])[CH2:24]2)[CH:28]=[C:29]([F:35])[C:30]=1[F:34], predict the reactants needed to synthesize it. The reactants are: C(Cl)(Cl)=O.[N+]([C:8]1[NH:9][CH:10]=[CH:11][N:12]=1)([O-])=O.C(N(CC)CC)C.O[CH2:21][N:22]1[CH2:26][CH:25]([C:27]2[CH:32]=[C:31]([F:33])[C:30]([F:34])=[C:29]([F:35])[CH:28]=2)[CH2:24][C:23]1=[O:36].C(=O)([O-])[O-].[Na+].[Na+].